Task: Binary Classification. Given a drug SMILES string, predict its activity (active/inactive) in a high-throughput screening assay against a specified biological target.. Dataset: Cav3 T-type calcium channel HTS with 100,875 compounds (1) The result is 0 (inactive). The drug is Clc1c2oc(=O)c(cc2cc(Cl)c1)C(O)=O. (2) The drug is S(c1n(c(nn1)c1ccncc1)C)Cc1ccccc1. The result is 0 (inactive). (3) The molecule is Brc1c(nn(CC)c1)C(=O)Nc1cc(Cl)c(Cl)cc1. The result is 0 (inactive). (4) The molecule is S=C(N(C1CC(=O)N(C1=O)c1ccc(OC)cc1)CC(OC)=O)Nc1ccc(F)cc1. The result is 0 (inactive).